This data is from Forward reaction prediction with 1.9M reactions from USPTO patents (1976-2016). The task is: Predict the product of the given reaction. Given the reactants [C:1]([C:5]1[O:9][N:8]=[C:7]([NH:10][C:11]([NH:13][C:14]2[CH:19]=[CH:18][CH:17]=[C:16]([C:20]#[C:21][C:22]3[C:23](Cl)=[N:24][CH:25]=[N:26][CH:27]=3)[CH:15]=2)=[O:12])[CH:6]=1)([CH3:4])([CH3:3])[CH3:2].[N:29]1([CH2:35][CH2:36][CH2:37][NH2:38])[CH2:34][CH2:33][CH2:32][CH2:31][CH2:30]1, predict the reaction product. The product is: [C:1]([C:5]1[O:9][N:8]=[C:7]([NH:10][C:11]([NH:13][C:14]2[CH:19]=[CH:18][CH:17]=[C:16]([C:20]#[C:21][C:22]3[C:23]([NH:38][CH2:37][CH2:36][CH2:35][N:29]4[CH2:34][CH2:33][CH2:32][CH2:31][CH2:30]4)=[N:24][CH:25]=[N:26][CH:27]=3)[CH:15]=2)=[O:12])[CH:6]=1)([CH3:4])([CH3:3])[CH3:2].